Predict the product of the given reaction. From a dataset of Forward reaction prediction with 1.9M reactions from USPTO patents (1976-2016). (1) Given the reactants [Br:1][C:2]1[CH:7]=[CH:6][C:5]([O:8][CH3:9])=[C:4]([CH:10]=[CH:11][CH2:12][CH2:13][O:14][CH3:15])[CH:3]=1, predict the reaction product. The product is: [Br:1][C:2]1[CH:7]=[CH:6][C:5]([O:8][CH3:9])=[C:4]([CH2:10][CH2:11][CH2:12][CH2:13][O:14][CH3:15])[CH:3]=1. (2) Given the reactants [O:1]1[CH2:6][CH2:5][CH2:4][O:3][CH:2]1[C:7]1[CH:8]=[CH:9][C:10]([C:13]2[S:21][C:20]3[C:15](=[N:16][CH:17]=[CH:18][C:19]=3[O:22][C:23]3[CH:29]=[CH:28][C:26]([NH2:27])=[CH:25][C:24]=3[F:30])[CH:14]=2)=[N:11][CH:12]=1.CC[N:33]([CH:37](C)C)[CH:34]([CH3:36])[CH3:35].ClC(Cl)([O:43]C(=O)OC(Cl)(Cl)Cl)Cl.C1(N)CC1, predict the reaction product. The product is: [O:1]1[CH2:6][CH2:5][CH2:4][O:3][CH:2]1[C:7]1[CH:8]=[CH:9][C:10]([C:13]2[S:21][C:20]3[C:15](=[N:16][CH:17]=[CH:18][C:19]=3[O:22][C:23]3[CH:29]=[CH:28][C:26]([NH:27][C:37]([NH:33][CH:34]4[CH2:35][CH2:36]4)=[O:43])=[CH:25][C:24]=3[F:30])[CH:14]=2)=[N:11][CH:12]=1. (3) Given the reactants I[C:2]1[C:10]2[C:5](=[CH:6][CH:7]=[C:8]([C:11]3[O:15][C:14]([NH:16][CH2:17][C:18]4[CH:23]=[CH:22][C:21]([O:24][CH3:25])=[CH:20][CH:19]=4)=[N:13][N:12]=3)[CH:9]=2)[N:4]([S:26]([C:29]2[CH:35]=[CH:34][C:32]([CH3:33])=[CH:31][CH:30]=2)(=[O:28])=[O:27])[CH:3]=1.[Cl:36][C:37]1[CH:42]=[CH:41][N:40]=[C:39]([Sn](CCCC)(CCCC)CCCC)[N:38]=1.N#N, predict the reaction product. The product is: [Cl:36][C:37]1[CH:42]=[CH:41][N:40]=[C:39]([C:2]2[C:10]3[C:5](=[CH:6][CH:7]=[C:8]([C:11]4[O:15][C:14]([NH:16][CH2:17][C:18]5[CH:19]=[CH:20][C:21]([O:24][CH3:25])=[CH:22][CH:23]=5)=[N:13][N:12]=4)[CH:9]=3)[N:4]([S:26]([C:29]3[CH:30]=[CH:31][C:32]([CH3:33])=[CH:34][CH:35]=3)(=[O:27])=[O:28])[CH:3]=2)[N:38]=1. (4) The product is: [F:11][C:12]1[CH:20]=[CH:19][C:15]([C:16]([NH:10][C:6]2[CH:7]=[CH:8][CH:9]=[C:4]([N+:1]([O-:3])=[O:2])[CH:5]=2)=[O:17])=[CH:14][CH:13]=1. Given the reactants [N+:1]([C:4]1[CH:5]=[C:6]([NH2:10])[CH:7]=[CH:8][CH:9]=1)([O-:3])=[O:2].[F:11][C:12]1[CH:20]=[CH:19][C:15]([C:16](Cl)=[O:17])=[CH:14][CH:13]=1, predict the reaction product. (5) Given the reactants [Br-].[Br-].[Br-].[NH+:4]1[CH:9]=[CH:8][CH:7]=[CH:6][CH:5]=1.[NH+]1[CH:15]=[CH:14][CH:13]=[CH:12]C=1.[NH+]1C=C[CH:19]=[CH:18][CH:17]=1.[C:22]([OH:25])(=O)[CH3:23].C[C:27]([OH:30])(C)C.C(O)C.C(O)(=O)C, predict the reaction product. The product is: [CH3:27][O:30][C:14]1[CH:13]=[CH:12][C:6]([C:7]2[CH:19]=[CH:18][CH:17]=[C:9]3[C:8]=2[CH2:23][C:22](=[O:25])[NH:4]3)=[CH:5][CH:15]=1.